From a dataset of Reaction yield outcomes from USPTO patents with 853,638 reactions. Predict the reaction yield, written as a fraction of the theoretical maximum amount of product (1.0 means a 100% yield; for example, 0.34 means a 34% yield). (1) The reactants are [OH:1][C:2]1[CH:11]=[C:10]([N:12]([CH3:14])[CH3:13])[CH:9]=[CH:8][C:3]=1[C:4]([O:6][CH3:7])=[O:5].O[CH:16]1[CH2:21][CH2:20][N:19]([C:22]([O:24][C:25]([CH3:28])([CH3:27])[CH3:26])=[O:23])[CH2:18][CH2:17]1.C1(P(C2C=CC=CC=2)C2C=CC=CC=2)C=CC=CC=1.N(C(OCC)=O)=NC(OCC)=O. The catalyst is C1COCC1. The product is [C:25]([O:24][C:22]([N:19]1[CH2:20][CH2:21][CH:16]([O:1][C:2]2[CH:11]=[C:10]([N:12]([CH3:13])[CH3:14])[CH:9]=[CH:8][C:3]=2[C:4]([O:6][CH3:7])=[O:5])[CH2:17][CH2:18]1)=[O:23])([CH3:28])([CH3:26])[CH3:27]. The yield is 0.370. (2) The reactants are C(OC([NH:8][C@H:9]([C:11]([NH:13][CH:14]1[N:20]=[C:19]([C:21]2[CH:26]=[CH:25][CH:24]=[CH:23][N:22]=2)[C:18]2[CH:27]=[CH:28][CH:29]=[CH:30][C:17]=2[N:16]([CH2:31][C:32](=[O:37])[C:33]([CH3:36])([CH3:35])[CH3:34])[C:15]1=[O:38])=[O:12])[CH3:10])=O)(C)(C)C.C(O)(C(F)(F)F)=O. No catalyst specified. The product is [NH2:8][C@H:9]([C:11]([NH:13][CH:14]1[N:20]=[C:19]([C:21]2[CH:26]=[CH:25][CH:24]=[CH:23][N:22]=2)[C:18]2[CH:27]=[CH:28][CH:29]=[CH:30][C:17]=2[N:16]([CH2:31][C:32](=[O:37])[C:33]([CH3:35])([CH3:34])[CH3:36])[C:15]1=[O:38])=[O:12])[CH3:10]. The yield is 0.930. (3) The reactants are [Br:1][C:2]1[C:3]([N:19]2[CH2:24][CH2:23][CH2:22][C@@H:21]([NH:25]C(=O)OC(C)(C)C)[CH2:20]2)=[C:4]2[C:10]([NH:11][C:12]([CH:14]3[CH2:18][CH2:17][O:16][CH2:15]3)=[O:13])=[CH:9][NH:8][C:5]2=[N:6][CH:7]=1.[ClH:33]. The catalyst is C(O)(C(F)(F)F)=O.CO.C(Cl)Cl.CCOCC. The product is [ClH:33].[NH2:25][C@@H:21]1[CH2:22][CH2:23][CH2:24][N:19]([C:3]2[C:2]([Br:1])=[CH:7][N:6]=[C:5]3[NH:8][CH:9]=[C:10]([NH:11][C:12]([CH:14]4[CH2:18][CH2:17][O:16][CH2:15]4)=[O:13])[C:4]=23)[CH2:20]1. The yield is 0.370. (4) The reactants are [OH:1][C:2]1[CH:3]=[C:4]2[C:9](=[CH:10][CH:11]=1)[C@@H:8]([CH2:12][CH2:13][Br:14])[NH:7][CH2:6][CH2:5]2.[F:15][C:16]([F:21])([F:20])[C:17]([NH2:19])=[O:18].C(=O)([O-])[O-].[K+].[K+].[CH3:28][N:29]([CH3:33])[C:30](Cl)=[O:31].O. The catalyst is CN(C)C=O. The product is [CH3:28][N:29]([CH3:33])[C:30]([O:1][C:2]1[CH:3]=[C:4]2[C:9](=[CH:10][CH:11]=1)[C@@H:8]([CH2:12][CH2:13][Br:14])[NH:7][CH2:6][CH2:5]2)=[O:31].[F:15][C:16]([F:21])([F:20])[C:17]([NH2:19])=[O:18]. The yield is 0.520. (5) The reactants are [CH3:1][O:2][C:3]1[C:11]([CH3:12])=[C:10]2[C:6]([C:7](=[O:13])[O:8][CH2:9]2)=[C:5]([O:14][CH2:15][CH2:16][Si:17]([CH3:20])([CH3:19])[CH3:18])[C:4]=1[CH2:21][CH:22]=[C:23]([CH3:26])[CH:24]=[O:25].[Li+].[BH4-]. The catalyst is CO.C1COCC1. The product is [OH:25][CH2:24][C:23]([CH3:26])=[CH:22][CH2:21][C:4]1[C:5]([O:14][CH2:15][CH2:16][Si:17]([CH3:18])([CH3:20])[CH3:19])=[C:6]2[C:10]([CH2:9][O:8][C:7]2=[O:13])=[C:11]([CH3:12])[C:3]=1[O:2][CH3:1]. The yield is 0.970. (6) The reactants are [Cl:1][C:2]1[N:7]=[C:6]([Cl:8])[CH:5]=[C:4]([CH3:9])[N:3]=1.[CH:10]([N-]C(C)C)(C)C.[Li+].CI. The catalyst is C1COCC1. The product is [Cl:1][C:2]1[N:7]=[C:6]([Cl:8])[CH:5]=[C:4]([CH2:9][CH3:10])[N:3]=1. The yield is 0.190. (7) The reactants are Br[C:2]1[CH:3]=[C:4]([N:22]([CH:24]2[CH2:28][CH2:27][CH2:26][CH2:25]2)[CH3:23])[C:5]([CH3:21])=[C:6]([CH:20]=1)[C:7]([NH:9][CH2:10][C:11]1[C:12](=[O:19])[NH:13][C:14]([CH3:18])=[CH:15][C:16]=1[CH3:17])=[O:8].[CH:29]([C:31]1[N:36]=[CH:35][C:34](B(O)O)=[CH:33][CH:32]=1)=[O:30].C([O-])([O-])=O.[Na+].[Na+]. The catalyst is O1CCOCC1.O.O.C1C=CC([P]([Pd]([P](C2C=CC=CC=2)(C2C=CC=CC=2)C2C=CC=CC=2)([P](C2C=CC=CC=2)(C2C=CC=CC=2)C2C=CC=CC=2)[P](C2C=CC=CC=2)(C2C=CC=CC=2)C2C=CC=CC=2)(C2C=CC=CC=2)C2C=CC=CC=2)=CC=1. The product is [CH:24]1([N:22]([CH3:23])[C:4]2[C:5]([CH3:21])=[C:6]([CH:20]=[C:2]([C:34]3[CH:35]=[N:36][C:31]([CH:29]=[O:30])=[CH:32][CH:33]=3)[CH:3]=2)[C:7]([NH:9][CH2:10][C:11]2[C:12](=[O:19])[NH:13][C:14]([CH3:18])=[CH:15][C:16]=2[CH3:17])=[O:8])[CH2:28][CH2:27][CH2:26][CH2:25]1. The yield is 0.660. (8) The yield is 0.900. The reactants are [CH3:1][O:2][C:3]1[CH:12]=[C:11]2[C:6]([CH2:7][CH2:8][CH2:9][C:10]2=O)=[CH:5][CH:4]=1.[C:14]([CH2:16]C(O)=O)#[N:15].C(O)(=O)CCCCCC.C(N)C1C=CC=CC=1. The product is [CH3:1][O:2][C:3]1[CH:12]=[C:11]2[C:6]([CH2:7][CH2:8][CH:9]=[C:10]2[CH2:16][C:14]#[N:15])=[CH:5][CH:4]=1. The catalyst is C1(C)C=CC=CC=1. (9) The reactants are [CH:1]1([C:7]2[CH:8]=[CH:9][C:10]3[O:14][C:13](B(O)O)=[CH:12][C:11]=3[CH:18]=2)[CH2:6][CH2:5][CH2:4][CH2:3][CH2:2]1.Br[C:20]1[CH:27]=[CH:26][C:23]([CH:24]=[O:25])=[C:22]([F:28])[CH:21]=1.C(N(CC)CC)C. The catalyst is C(O)C.C1C=CC(P(C2C=CC=CC=2)C2C=CC=CC=2)=CC=1.C1C=CC(P(C2C=CC=CC=2)C2C=CC=CC=2)=CC=1.Cl[Pd]Cl. The product is [CH:1]1([C:7]2[CH:8]=[CH:9][C:10]3[O:14][C:13]([C:20]4[CH:27]=[CH:26][C:23]([CH:24]=[O:25])=[C:22]([F:28])[CH:21]=4)=[CH:12][C:11]=3[CH:18]=2)[CH2:6][CH2:5][CH2:4][CH2:3][CH2:2]1. The yield is 0.490.